The task is: Regression. Given a peptide amino acid sequence and an MHC pseudo amino acid sequence, predict their binding affinity value. This is MHC class I binding data.. This data is from Peptide-MHC class I binding affinity with 185,985 pairs from IEDB/IMGT. (1) The peptide sequence is VLDEPSIGL. The MHC is HLA-A02:01 with pseudo-sequence HLA-A02:01. The binding affinity (normalized) is 0.719. (2) The peptide sequence is ANRLTTLQR. The MHC is HLA-A26:03 with pseudo-sequence HLA-A26:03. The binding affinity (normalized) is 0.0847. (3) The peptide sequence is FTLDADLGI. The MHC is HLA-A69:01 with pseudo-sequence HLA-A69:01. The binding affinity (normalized) is 0.908. (4) The peptide sequence is LVSTQEFRY. The MHC is Patr-B0101 with pseudo-sequence Patr-B0101. The binding affinity (normalized) is 0.